From a dataset of Catalyst prediction with 721,799 reactions and 888 catalyst types from USPTO. Predict which catalyst facilitates the given reaction. (1) Reactant: [Cl:1][C:2]1[C:10]([O:11][CH2:12][CH2:13][CH2:14]Cl)=[CH:9][C:8]([C:16]2[N:17]([C:32]([O:34][C:35]([CH3:38])([CH3:37])[CH3:36])=[O:33])[C:18]3[C:23]([CH:24]=2)=[CH:22][C:21]([CH2:25][N:26]2[CH2:31][CH2:30][CH2:29][CH2:28][CH2:27]2)=[CH:20][CH:19]=3)=[C:7]2[C:3]=1[CH2:4][NH:5][C:6]2=[O:39].[CH2:40]([NH:42][CH2:43][CH2:44][OH:45])[CH3:41].O. Product: [Cl:1][C:2]1[C:10]([O:11][CH2:12][CH2:13][CH2:14][N:42]([CH2:43][CH2:44][OH:45])[CH2:40][CH3:41])=[CH:9][C:8]([C:16]2[N:17]([C:32]([O:34][C:35]([CH3:36])([CH3:37])[CH3:38])=[O:33])[C:18]3[C:23]([CH:24]=2)=[CH:22][C:21]([CH2:25][N:26]2[CH2:27][CH2:28][CH2:29][CH2:30][CH2:31]2)=[CH:20][CH:19]=3)=[C:7]2[C:3]=1[CH2:4][NH:5][C:6]2=[O:39]. The catalyst class is: 80. (2) Reactant: [CH:1]([N:4]1[CH2:9][CH2:8][N:7]([C:10](=O)[CH2:11][CH2:12][C:13]([C:16]2[CH:21]=[CH:20][CH:19]=[CH:18][CH:17]=2)=[N:14]O)[CH2:6][CH2:5]1)([CH3:3])[CH3:2].[H-].[Al+3].[Li+].[H-].[H-].[H-]. Product: [CH:1]([N:4]1[CH2:9][CH2:8][N:7]([CH2:10][CH2:11][CH2:12][CH:13]([NH2:14])[C:16]2[CH:17]=[CH:18][CH:19]=[CH:20][CH:21]=2)[CH2:6][CH2:5]1)([CH3:3])[CH3:2]. The catalyst class is: 1. (3) Reactant: Br[CH2:2][C:3]1[C:12]([I:13])=[CH:11][CH:10]=[CH:9][C:4]=1[C:5](OC)=[O:6].[NH3:14]. The catalyst class is: 5. Product: [I:13][C:12]1[CH:11]=[CH:10][CH:9]=[C:4]2[C:3]=1[CH2:2][NH:14][C:5]2=[O:6]. (4) Reactant: [F:1][C:2]1[CH:7]=[CH:6][C:5]([CH:8]=[CH:9][C:10]([NH:12][C@H:13]([C:25]([O:27]C)=[O:26])[CH2:14][C:15]2[C:23]3[C:18](=[CH:19][CH:20]=[CH:21][CH:22]=3)[N:17]([CH3:24])[CH:16]=2)=[O:11])=[CH:4][CH:3]=1.[OH-].[Na+]. Product: [F:1][C:2]1[CH:3]=[CH:4][C:5]([CH:8]=[CH:9][C:10]([NH:12][C@H:13]([C:25]([OH:27])=[O:26])[CH2:14][C:15]2[C:23]3[C:18](=[CH:19][CH:20]=[CH:21][CH:22]=3)[N:17]([CH3:24])[CH:16]=2)=[O:11])=[CH:6][CH:7]=1. The catalyst class is: 5. (5) Reactant: [NH:1]1[CH2:6][CH2:5][CH:4]([CH2:7][NH:8][C:9]2[CH:10]=[CH:11][C:12]3[N:13]([C:15]([C:18]4[CH:23]=[CH:22][CH:21]=[C:20]([O:24][C:25]([F:28])([F:27])[F:26])[CH:19]=4)=[CH:16][N:17]=3)[N:14]=2)[CH2:3][CH2:2]1.[OH:29][C:30]([CH3:35])([CH3:34])[C:31](O)=[O:32].C(Cl)CCl.C1C=NC2N(O)N=NC=2C=1.CN1CCOCC1. Product: [OH:29][C:30]([CH3:35])([CH3:34])[C:31]([N:1]1[CH2:6][CH2:5][CH:4]([CH2:7][NH:8][C:9]2[CH:10]=[CH:11][C:12]3[N:13]([C:15]([C:18]4[CH:23]=[CH:22][CH:21]=[C:20]([O:24][C:25]([F:26])([F:28])[F:27])[CH:19]=4)=[CH:16][N:17]=3)[N:14]=2)[CH2:3][CH2:2]1)=[O:32]. The catalyst class is: 18. (6) The catalyst class is: 3. Reactant: CCN(C(C)C)C(C)C.[OH:10][C:11]1[CH:12]=[CH:13][CH:14]=[C:15]2[C:20]=1[O:19][C:18](=[O:21])[C:17]([C:22]([OH:24])=O)=[CH:16]2.CN(C(ON1N=NC2C=CC=NC1=2)=[N+](C)C)C.F[P-](F)(F)(F)(F)F.[NH2:49][C:50]1[CH:51]=[C:52]([C:56]2[CH:61]=[CH:60][CH:59]=[CH:58][C:57]=2[NH:62][C:63](=[O:65])[CH3:64])[CH:53]=[CH:54][CH:55]=1. Product: [C:63]([NH:62][C:57]1[CH:58]=[CH:59][CH:60]=[CH:61][C:56]=1[C:52]1[CH:53]=[CH:54][CH:55]=[C:50]([NH:49][C:22]([C:17]2[C:18](=[O:21])[O:19][C:20]3[C:15]([CH:16]=2)=[CH:14][CH:13]=[CH:12][C:11]=3[OH:10])=[O:24])[CH:51]=1)(=[O:65])[CH3:64].